From a dataset of Plasma protein binding rate (PPBR) regression data from AstraZeneca. Regression/Classification. Given a drug SMILES string, predict its absorption, distribution, metabolism, or excretion properties. Task type varies by dataset: regression for continuous measurements (e.g., permeability, clearance, half-life) or binary classification for categorical outcomes (e.g., BBB penetration, CYP inhibition). For this dataset (ppbr_az), we predict Y. (1) The compound is Cn1ncc2c(=O)[nH]c(-c3ccccc3)nc21. The Y is 93.2 %. (2) The Y is 76.4 %. The compound is CN(C)CCC=C1c2ccccc2COc2ccccc21. (3) The molecule is CCOc1ccccc1-c1ccc(-c2nc3ccncc3c(O)c2C#N)cc1. The Y is 99.9 %. (4) The drug is C[C@@H]1CN(Cc2ccc(F)cc2)CCN1C(=O)COc1ccc(Cl)cc1NC(N)=O. The Y is 98.0 %. (5) The compound is CCCCCCCC(=O)N[C@@H](CCN)C(=O)N[C@H](C(=O)N[C@@H](CCN)C(=O)N[C@H]1CCNC(=O)[C@H](C)NC(=O)[C@H](CCN)NC(=O)[C@H](CCN)NC(=O)[C@H](CC(C)C)NC(=O)[C@@H](Cc2ccccc2)NC(=O)[C@H](CCN)NC1=O)[C@@H](C)O. The Y is 94.2 %. (6) The drug is CN(C)CCC=C1c2ccccc2C=Cc2ccccc21. The Y is 92.2 %. (7) The molecule is N#Cc1c(-c2ccc(-c3cccnc3)cc2)nc2ccncc2c1O. The Y is 99.3 %. (8) The molecule is COc1cc(OC)c(S(=O)(=O)N2c3ccccc3CCC2C)cc1NC(=O)NCC(=O)O. The Y is 72.0 %.